The task is: Predict the reactants needed to synthesize the given product.. This data is from Full USPTO retrosynthesis dataset with 1.9M reactions from patents (1976-2016). (1) Given the product [OH:23][CH2:22][C@@H:17]1[CH2:18][CH2:19][CH2:20][CH2:21][C@H:16]1[NH:15][S:9]([C:6]1[CH:7]=[N:8][C:3]([C:2]([F:14])([F:13])[F:1])=[CH:4][CH:5]=1)(=[O:11])=[O:10], predict the reactants needed to synthesize it. The reactants are: [F:1][C:2]([F:14])([F:13])[C:3]1[N:8]=[CH:7][C:6]([S:9](Cl)(=[O:11])=[O:10])=[CH:5][CH:4]=1.[NH2:15][C@@H:16]1[CH2:21][CH2:20][CH2:19][CH2:18][C@H:17]1[CH2:22][OH:23].C(N(CC)CC)C. (2) Given the product [O:33]1[CH2:32][CH:30]1[CH2:31][N:7]([C:1]1[CH:6]=[CH:5][CH:4]=[CH:3][CH:2]=1)[N:8]=[CH:20][C:19]1[CH:18]=[CH:17][C:16]([N:15]([C:24]2[CH:29]=[CH:28][CH:27]=[CH:26][CH:25]=2)[C:9]2[CH:14]=[CH:13][CH:12]=[CH:11][CH:10]=2)=[CH:23][CH:22]=1, predict the reactants needed to synthesize it. The reactants are: [C:1]1([NH:7][NH2:8])[CH:6]=[CH:5][CH:4]=[CH:3][CH:2]=1.[C:9]1([N:15]([C:24]2[CH:29]=[CH:28][CH:27]=[CH:26][CH:25]=2)[C:16]2[CH:23]=[CH:22][C:19]([CH:20]=O)=[CH:18][CH:17]=2)[CH:14]=[CH:13][CH:12]=[CH:11][CH:10]=1.[CH:30]([OH:33])([CH3:32])[CH3:31]. (3) The reactants are: C([Zn]CC)C.Br[CH2:7][CH2:8][C:9]1[CH:14]=[CH:13][CH:12]=[CH:11][CH:10]=1.[C:15]1([NH:21][C:22]([C:24]2[N:28]3[N:29]=[C:30](Cl)[CH:31]=[CH:32][C:27]3=[N:26][CH:25]=2)=[O:23])[CH:20]=[CH:19][CH:18]=[CH:17][CH:16]=1.CO. Given the product [C:15]1([NH:21][C:22]([C:24]2[N:28]3[N:29]=[C:30]([CH2:7][CH2:8][C:9]4[CH:14]=[CH:13][CH:12]=[CH:11][CH:10]=4)[CH:31]=[CH:32][C:27]3=[N:26][CH:25]=2)=[O:23])[CH:16]=[CH:17][CH:18]=[CH:19][CH:20]=1, predict the reactants needed to synthesize it. (4) Given the product [N:7]1[CH:8]=[C:9]([C:16]([NH:19][C:20]2[CH:21]=[C:22]([NH:27][C:28](=[O:34])[O:29][C:30]([CH3:32])([CH3:31])[CH3:33])[CH:23]=[CH:24][C:25]=2[CH3:26])=[O:18])[N:10]2[CH:15]=[CH:14][CH:13]=[CH:12][C:11]=12, predict the reactants needed to synthesize it. The reactants are: C(Cl)(=O)C(Cl)=O.[N:7]1[CH:8]=[C:9]([C:16]([OH:18])=O)[N:10]2[CH:15]=[CH:14][CH:13]=[CH:12][C:11]=12.[NH2:19][C:20]1[CH:21]=[C:22]([NH:27][C:28](=[O:34])[O:29][C:30]([CH3:33])([CH3:32])[CH3:31])[CH:23]=[CH:24][C:25]=1[CH3:26].[NH4+].[Cl-]. (5) Given the product [N:1]1[CH:6]=[CH:5][CH:4]=[C:3]([C:11]2[CH:12]=[C:13]3[C:17](=[CH:18][CH:19]=2)[NH:16][C:15]2[C:20]([CH3:24])=[N:21][CH:22]=[CH:23][C:14]3=2)[CH:2]=1, predict the reactants needed to synthesize it. The reactants are: [N:1]1[CH:6]=[CH:5][CH:4]=[C:3](B(O)O)[CH:2]=1.Br[C:11]1[CH:12]=[C:13]2[C:17](=[CH:18][CH:19]=1)[NH:16][C:15]1[C:20]([CH3:24])=[N:21][CH:22]=[CH:23][C:14]2=1.C([O-])([O-])=O.[K+].[K+]. (6) Given the product [Cl:1][C:2]1[CH:11]=[CH:10][C:5]([CH2:6][OH:7])=[CH:4][C:3]=1[O:12][CH3:13], predict the reactants needed to synthesize it. The reactants are: [Cl:1][C:2]1[CH:11]=[CH:10][C:5]([C:6](OC)=[O:7])=[CH:4][C:3]=1[O:12][CH3:13].[H-].[H-].[H-].[H-].[Li+].[Al+3]. (7) Given the product [Br:1][C:25]1[N:23]2[CH:24]=[C:19]([C:17]3[CH:16]=[CH:15][C:10]([C:11]([NH:13][CH3:14])=[O:12])=[C:9]([F:8])[CH:18]=3)[CH:20]=[N:21][C:22]2=[N:27][CH:26]=1, predict the reactants needed to synthesize it. The reactants are: [Br:1]Br.C([O-])(=O)C.[Na+].[F:8][C:9]1[CH:18]=[C:17]([C:19]2[CH:20]=[N:21][C:22]3[N:23]([CH:25]=[CH:26][N:27]=3)[CH:24]=2)[CH:16]=[CH:15][C:10]=1[C:11]([NH:13][CH3:14])=[O:12].